From a dataset of Merck oncology drug combination screen with 23,052 pairs across 39 cell lines. Regression. Given two drug SMILES strings and cell line genomic features, predict the synergy score measuring deviation from expected non-interaction effect. (1) Drug 1: CN(C)C(=N)N=C(N)N. Drug 2: Cc1nc(Nc2ncc(C(=O)Nc3c(C)cccc3Cl)s2)cc(N2CCN(CCO)CC2)n1. Cell line: UWB1289. Synergy scores: synergy=2.19. (2) Drug 1: O=c1[nH]cc(F)c(=O)[nH]1. Drug 2: O=C(CCCCCCC(=O)Nc1ccccc1)NO. Cell line: SW837. Synergy scores: synergy=-3.53. (3) Drug 1: COC12C(COC(N)=O)C3=C(C(=O)C(C)=C(N)C3=O)N1CC1NC12. Drug 2: Cn1cc(-c2cnn3c(N)c(Br)c(C4CCCNC4)nc23)cn1. Cell line: SW620. Synergy scores: synergy=30.6. (4) Drug 1: O=c1[nH]cc(F)c(=O)[nH]1. Drug 2: O=C(NOCC(O)CO)c1ccc(F)c(F)c1Nc1ccc(I)cc1F. Cell line: LOVO. Synergy scores: synergy=-6.25. (5) Drug 1: NC(=O)c1cccc2cn(-c3ccc(C4CCCNC4)cc3)nc12. Drug 2: Cn1cc(-c2cnn3c(N)c(Br)c(C4CCCNC4)nc23)cn1. Cell line: SW620. Synergy scores: synergy=2.49. (6) Drug 1: NC1(c2ccc(-c3nc4ccn5c(=O)[nH]nc5c4cc3-c3ccccc3)cc2)CCC1. Drug 2: COC1=C2CC(C)CC(OC)C(O)C(C)C=C(C)C(OC(N)=O)C(OC)C=CC=C(C)C(=O)NC(=CC1=O)C2=O. Cell line: UWB1289. Synergy scores: synergy=-18.7.